Dataset: NCI-60 drug combinations with 297,098 pairs across 59 cell lines. Task: Regression. Given two drug SMILES strings and cell line genomic features, predict the synergy score measuring deviation from expected non-interaction effect. (1) Drug 1: C1=CC=C(C=C1)NC(=O)CCCCCCC(=O)NO. Drug 2: C1C(C(OC1N2C=NC3=C2NC=NCC3O)CO)O. Cell line: SK-MEL-2. Synergy scores: CSS=5.73, Synergy_ZIP=-0.829, Synergy_Bliss=1.57, Synergy_Loewe=-13.9, Synergy_HSA=-2.46. (2) Drug 1: CC1=CC2C(CCC3(C2CCC3(C(=O)C)OC(=O)C)C)C4(C1=CC(=O)CC4)C. Drug 2: CC1=C(C(=CC=C1)Cl)NC(=O)C2=CN=C(S2)NC3=CC(=NC(=N3)C)N4CCN(CC4)CCO. Cell line: NCI-H522. Synergy scores: CSS=29.4, Synergy_ZIP=1.86, Synergy_Bliss=6.75, Synergy_Loewe=-25.2, Synergy_HSA=6.36. (3) Drug 1: CS(=O)(=O)OCCCCOS(=O)(=O)C. Drug 2: C1C(C(OC1N2C=NC3=C2NC=NCC3O)CO)O. Cell line: OVCAR3. Synergy scores: CSS=-0.378, Synergy_ZIP=1.36, Synergy_Bliss=-2.52, Synergy_Loewe=-5.02, Synergy_HSA=-7.89.